Task: Predict the product of the given reaction.. Dataset: Forward reaction prediction with 1.9M reactions from USPTO patents (1976-2016) (1) Given the reactants [F:1][C:2]([F:26])([F:25])[C:3]1[CH:8]=[C:7]([S:9][CH2:10][C:11]2[CH:16]=[CH:15][C:14]([CH2:17]O)=[CH:13][CH:12]=2)[CH:6]=[CH:5][C:4]=1[C:19]1[CH:24]=[CH:23][CH:22]=[CH:21][CH:20]=1.C1C=CC(P(C2C=CC=CC=2)C2C=CC=CC=2)=CC=1.C(Br)(Br)(Br)[Br:47], predict the reaction product. The product is: [Br:47][CH2:17][C:14]1[CH:15]=[CH:16][C:11]([CH2:10][S:9][C:7]2[CH:6]=[CH:5][C:4]([C:19]3[CH:24]=[CH:23][CH:22]=[CH:21][CH:20]=3)=[C:3]([C:2]([F:26])([F:25])[F:1])[CH:8]=2)=[CH:12][CH:13]=1. (2) The product is: [F:13][CH:12]([F:14])[O:11][C:3]1[CH:4]=[CH:5][CH:6]=[C:7]([N+:8]([O-:10])=[O:9])[C:2]=1[C:15]#[N:16]. Given the reactants Br[C:2]1[C:7]([N+:8]([O-:10])=[O:9])=[CH:6][CH:5]=[CH:4][C:3]=1[O:11][CH:12]([F:14])[F:13].[C:15]([Cu])#[N:16].[Li+].[Br-], predict the reaction product. (3) Given the reactants FC(F)(F)C(O)=O.Cl[C:9]1[CH:14]=[CH:13][C:12]([C@H:15]2[N:22]3C(SC(C(O)=O)=C3COC)=[N:17][C@H:16]2[C:29]2[CH:34]=[CH:33][C:32]([Cl:35])=[CH:31][CH:30]=2)=CC=1, predict the reaction product. The product is: [NH2:17][CH:16]([C:29]1[CH:30]=[CH:31][C:32]([Cl:35])=[CH:33][CH:34]=1)[C:15]1([NH2:22])[CH2:12][CH2:13][CH2:14][CH2:9]1. (4) Given the reactants [NH:1]([C:13]([O:15][CH2:16][CH:17]1[C:29]2[C:24](=[CH:25][CH:26]=[CH:27][CH:28]=2)[C:23]2[C:18]1=[CH:19][CH:20]=[CH:21][CH:22]=2)=[O:14])[C@H:2]([C:5]([O:7][CH2:8][C:9]([Cl:12])([Cl:11])[Cl:10])=[O:6])[CH2:3][OH:4].Cl[C:31](Cl)(Cl)[C:32](=N)[O:33][C:34]([CH3:38])([CH3:37])[C:35]#[CH:36].[C:42](S(O)(=O)=O)(F)(F)F.ClC(Cl)(Cl)C(=N)[O-], predict the reaction product. The product is: [CH3:31][C:32]([O:33][C:34]([CH3:38])([CH3:37])[C:35]#[CH:36])([CH3:42])[C:2]#[CH:3].[NH:1]([C:13]([O:15][CH2:16][CH:17]1[C:18]2[C:23](=[CH:22][CH:21]=[CH:20][CH:19]=2)[C:24]2[C:29]1=[CH:28][CH:27]=[CH:26][CH:25]=2)=[O:14])[C@H:2]([C:5]([O:7][CH2:8][C:9]([Cl:10])([Cl:11])[Cl:12])=[O:6])[CH2:3][OH:4]. (5) The product is: [Br:1][C:2]1[CH:11]=[C:10]2[C:5]([CH:6]([OH:14])[C:7]([CH3:12])([CH3:13])[CH2:8][O:9]2)=[CH:4][CH:3]=1. Given the reactants [Br:1][C:2]1[CH:11]=[C:10]2[C:5]([C:6](=[O:14])[C:7]([CH3:13])([CH3:12])[CH2:8][O:9]2)=[CH:4][CH:3]=1.[BH4-].[K+], predict the reaction product. (6) The product is: [CH3:12][O:11][C:9](=[O:10])[CH2:8][N:1]1[CH2:6][CH2:5][O:4][CH2:3][CH2:2]1. Given the reactants [NH:1]1[CH2:6][CH2:5][O:4][CH2:3][CH2:2]1.Br[CH2:8][C:9]([O:11][CH3:12])=[O:10], predict the reaction product.